Dataset: HIV replication inhibition screening data with 41,000+ compounds from the AIDS Antiviral Screen. Task: Binary Classification. Given a drug SMILES string, predict its activity (active/inactive) in a high-throughput screening assay against a specified biological target. (1) The compound is Nn1c(-c2ccccc2Nc2ccccc2-c2n[nH]c(=S)n2N)n[nH]c1=S. The result is 0 (inactive). (2) The compound is COc1nc(NC2OC(CO)C(O)C(O)C2O)cc(=O)n1C. The result is 0 (inactive). (3) The drug is O=[N+]([O-])c1cccc(C2=NN(c3ccccc3)C3c4cc(Br)ccc4OCC23)c1. The result is 0 (inactive). (4) The molecule is CN1CCCn2c(nc3ccccc3c2=O)C1. The result is 0 (inactive). (5) The result is 0 (inactive). The drug is O=c1ccc2ccc(O)c3c4c(O)ccc5ccc(=O)c(c1c23)c54. (6) The drug is CCSc1cccc(C(=O)O)c1. The result is 0 (inactive).